The task is: Predict the reactants needed to synthesize the given product.. This data is from Full USPTO retrosynthesis dataset with 1.9M reactions from patents (1976-2016). (1) Given the product [Cl:1][C:2]1[CH:7]=[CH:6][C:5]2[C:8]3[C:9](=[CH:10][N:11]=[CH:12][CH:13]=3)[CH2:14][O:15][C:4]=2[CH:3]=1, predict the reactants needed to synthesize it. The reactants are: [Cl:1][C:2]1[CH:7]=[CH:6][C:5]([C:8]2[CH:13]=[CH:12][N:11]=[CH:10][C:9]=2[CH2:14][OH:15])=[C:4](F)[CH:3]=1.[H-].[Na+]. (2) Given the product [CH:12]([S:15][C:2]1[CH:3]=[N:4][NH:5][CH:6]=1)([CH3:14])[CH3:13], predict the reactants needed to synthesize it. The reactants are: Br[C:2]1[CH:3]=[N:4][NH:5][CH:6]=1.C([Li])CCC.[CH:12]([S:15][S:15][CH:12]([CH3:14])[CH3:13])([CH3:14])[CH3:13].C(OCC)(=O)C. (3) Given the product [Cl:8][C:9]1[CH:10]=[CH:11][C:12]([C:15]2[CH:16]=[CH:17][C:18]([C:21]#[C:22][C:24]3[CH:37]=[CH:36][C:27]([O:28][CH2:29][CH2:30][N:31]4[CH2:32][CH2:33][CH2:34][CH2:35]4)=[CH:26][C:25]=3[CH3:38])=[N:19][CH:20]=2)=[CH:13][CH:14]=1, predict the reactants needed to synthesize it. The reactants are: C(N(CC)CC)C.[Cl:8][C:9]1[CH:14]=[CH:13][C:12]([C:15]2[CH:16]=[CH:17][C:18]([C:21]#[CH:22])=[N:19][CH:20]=2)=[CH:11][CH:10]=1.Br[C:24]1[CH:37]=[CH:36][C:27]([O:28][CH2:29][CH2:30][N:31]2[CH2:35][CH2:34][CH2:33][CH2:32]2)=[CH:26][C:25]=1[CH3:38]. (4) Given the product [Br:1][C:2]1[S:6][C:5]([S:7]([NH:10][C:42](=[O:43])[O:41][CH2:40][C:37]2[CH:38]=[CH:39][CH:34]=[CH:35][CH:36]=2)(=[O:9])=[O:8])=[N:4][C:3]=1[CH2:11][CH:12]1[CH2:13][CH2:14][CH2:15][CH2:16][CH2:17]1, predict the reactants needed to synthesize it. The reactants are: [Br:1][C:2]1[S:6][C:5]([S:7]([NH2:10])(=[O:9])=[O:8])=[N:4][C:3]=1[CH2:11][CH:12]1[CH2:17][CH2:16][CH2:15][CH2:14][CH2:13]1.CCN(CC)CC.CCN(C(C)C)C(C)C.[CH:34]1[CH:39]=[CH:38][C:37]([CH2:40][O:41][C:42](Cl)=[O:43])=[CH:36][CH:35]=1. (5) Given the product [F:25][C:26]1[C:31]([NH:32][C:22](=[O:24])[CH2:21][N:19]2[CH:20]=[C:16]([O:15][C:6]3[C:5]4[C:10](=[CH:11][C:12]([O:13][CH3:14])=[C:3]([O:2][CH3:1])[CH:4]=4)[N:9]=[CH:8][N:7]=3)[CH:17]=[N:18]2)=[C:30]2[O:33][CH2:34][O:35][C:29]2=[CH:28][CH:27]=1, predict the reactants needed to synthesize it. The reactants are: [CH3:1][O:2][C:3]1[CH:4]=[C:5]2[C:10](=[CH:11][C:12]=1[O:13][CH3:14])[N:9]=[CH:8][N:7]=[C:6]2[O:15][C:16]1[CH:17]=[N:18][N:19]([CH2:21][C:22]([OH:24])=O)[CH:20]=1.[F:25][C:26]1[C:31]([NH2:32])=[C:30]2[O:33][CH2:34][O:35][C:29]2=[CH:28][CH:27]=1. (6) Given the product [C:1]([O:5][C:6]([N:8]1[CH2:13][CH2:12][N:11]([C:14]([C:16]2[C:20]3[CH:21]=[N:22][C:23]([O:25][CH3:26])=[CH:24][C:19]=3[N:18]([C:27]3[CH:32]=[CH:31][CH:30]=[CH:29][CH:28]=3)[C:17]=2[O:41][C:39]2[CH:40]=[C:35]([F:34])[CH:36]=[CH:37][C:38]=2[CH3:42])=[O:15])[CH2:10][CH2:9]1)=[O:7])([CH3:4])([CH3:3])[CH3:2], predict the reactants needed to synthesize it. The reactants are: [C:1]([O:5][C:6]([N:8]1[CH2:13][CH2:12][N:11]([C:14]([C:16]2[C:20]3[CH:21]=[N:22][C:23]([O:25][CH3:26])=[CH:24][C:19]=3[N:18]([C:27]3[CH:32]=[CH:31][CH:30]=[CH:29][CH:28]=3)[C:17]=2Cl)=[O:15])[CH2:10][CH2:9]1)=[O:7])([CH3:4])([CH3:3])[CH3:2].[F:34][C:35]1[CH:36]=[CH:37][C:38]([CH3:42])=[C:39]([OH:41])[CH:40]=1. (7) Given the product [F:20][C:2]([F:1])([F:19])[CH2:3][NH:4][C:5]1[CH:14]=[CH:13][C:12]2[C:7](=[CH:8][C:9]([C:15]([OH:17])=[O:16])=[CH:10][CH:11]=2)[N:6]=1, predict the reactants needed to synthesize it. The reactants are: [F:1][C:2]([F:20])([F:19])[CH2:3][NH:4][C:5]1[CH:14]=[CH:13][C:12]2[C:7](=[CH:8][C:9]([C:15]([O:17]C)=[O:16])=[CH:10][CH:11]=2)[N:6]=1.[OH-].[Li+]. (8) The reactants are: [CH3:1][O:2][C:3]1[CH:4]=[CH:5][CH:6]=[C:7]2[C:12]=1[N:11]=[C:10]([CH3:13])[CH:9]=[C:8]2[NH:14][CH:15]([C:19]1[CH:24]=[CH:23][CH:22]=[CH:21][CH:20]=1)[C:16]([NH2:18])=O.Cl. Given the product [CH3:1][O:2][C:3]1[CH:4]=[CH:5][CH:6]=[C:7]2[C:12]=1[N:11]=[C:10]([CH3:13])[CH:9]=[C:8]2[NH:14][CH:15]([C:19]1[CH:24]=[CH:23][CH:22]=[CH:21][CH:20]=1)[CH2:16][NH2:18], predict the reactants needed to synthesize it.